Dataset: Forward reaction prediction with 1.9M reactions from USPTO patents (1976-2016). Task: Predict the product of the given reaction. Given the reactants Br[C:2]1[C:3]([C:23]2[CH:28]=[CH:27][N:26]=[CH:25][CH:24]=2)=[C:4]([C:17]2[CH:22]=[CH:21][CH:20]=[CH:19][CH:18]=2)[N:5]([Si](C(C)C)(C(C)C)C(C)C)[CH:6]=1.[C:29]1([C@H:35]2[CH2:43][N:42]3[C@H:37]([CH2:38][C:39](=O)[CH2:40][CH2:41]3)[CH2:36]2)[CH:34]=[CH:33][CH:32]=[CH:31][CH:30]=1.C(OCC)(=O)C.CO, predict the reaction product. The product is: [C:17]1([C:4]2[NH:5][CH:6]=[C:2]([C:39]3[CH2:40][CH2:41][N:42]4[C@H:37]([CH:38]=3)[CH2:36][C@@H:35]([C:29]3[CH:30]=[CH:31][CH:32]=[CH:33][CH:34]=3)[CH2:43]4)[C:3]=2[C:23]2[CH:28]=[CH:27][N:26]=[CH:25][CH:24]=2)[CH:22]=[CH:21][CH:20]=[CH:19][CH:18]=1.